This data is from Forward reaction prediction with 1.9M reactions from USPTO patents (1976-2016). The task is: Predict the product of the given reaction. Given the reactants [C:1]([O:4][C@@H:5]1[C@@H:13]([C@@:14]2([CH3:33])[CH2:19][CH2:18][C@H:17]([O:20]C(=O)C)[CH2:16][C@@H:15]2[CH2:24][CH2:25][N:26]2[CH2:31][CH2:30][N:29]([CH3:32])[CH2:28][CH2:27]2)[CH2:12][CH2:11][C@@:10]2([CH3:34])[C@H:6]1[CH2:7][CH2:8][C:9]2=[CH2:35])(=[O:3])[CH3:2].C[O-].[Na+], predict the reaction product. The product is: [C:1]([O:4][C@@H:5]1[C@@H:13]([C@@:14]2([CH3:33])[CH2:19][CH2:18][C@H:17]([OH:20])[CH2:16][C@@H:15]2[CH2:24][CH2:25][N:26]2[CH2:31][CH2:30][N:29]([CH3:32])[CH2:28][CH2:27]2)[CH2:12][CH2:11][C@@:10]2([CH3:34])[C@H:6]1[CH2:7][CH2:8][C:9]2=[CH2:35])(=[O:3])[CH3:2].